From a dataset of Full USPTO retrosynthesis dataset with 1.9M reactions from patents (1976-2016). Predict the reactants needed to synthesize the given product. (1) Given the product [Cl:1][C:2]1[CH:7]=[CH:6][C:5]([C:8]2[CH:13]=[N:12][N:11]3[C:14](=[O:17])[N:15]([CH2:56][CH:53]4[CH2:52][CH2:51][N:50]([C:45]5[N:44]=[CH:49][CH:48]=[CH:47][N:46]=5)[CH2:55][CH2:54]4)[N:16]=[C:10]3[C:9]=2[C:18]2[CH:23]=[CH:22][C:21]([Cl:24])=[CH:20][CH:19]=2)=[CH:4][CH:3]=1, predict the reactants needed to synthesize it. The reactants are: [Cl:1][C:2]1[CH:7]=[CH:6][C:5]([C:8]2[CH:13]=[N:12][N:11]3[C:14](=[O:17])[NH:15][N:16]=[C:10]3[C:9]=2[C:18]2[CH:23]=[CH:22][C:21]([Cl:24])=[CH:20][CH:19]=2)=[CH:4][CH:3]=1.C1C=CC(P(C2C=CC=CC=2)C2C=CC=CC=2)=CC=1.[N:44]1[CH:49]=[CH:48][CH:47]=[N:46][C:45]=1[N:50]1[CH2:55][CH2:54][CH:53]([CH2:56]O)[CH2:52][CH2:51]1. (2) The reactants are: [F:1][C:2]1[CH:20]=[CH:19][C:5]([CH2:6][O:7][C:8]2[CH:17]=[C:16]3[C:11]([C:12](=[O:18])[NH:13][CH:14]=[N:15]3)=[CH:10][CH:9]=2)=[CH:4][CH:3]=1.[H-].[Na+].FC1C=CC(CO)=CC=1.FC1C=C2[C:36]([C:37](=[O:43])[NH:38]C=N2)=CC=1.Cl. Given the product [F:1][C:2]1[CH:20]=[CH:19][C:5]([CH2:6][O:7][C:8]2[CH:17]=[C:16]3[C:11]([C:12](=[O:18])[N:13]([CH2:36][C:37]([NH2:38])=[O:43])[CH:14]=[N:15]3)=[CH:10][CH:9]=2)=[CH:4][CH:3]=1, predict the reactants needed to synthesize it. (3) Given the product [NH:19]1[C:14]2[CH:15]=[CH:16][CH:17]=[CH:18][C:13]=2[N:20]=[C:7]1[C@H:6]1[NH:1][C@@H:2]([C:10]2[NH:20][C:13]3[CH:18]=[CH:17][CH:16]=[CH:15][C:14]=3[N:19]=2)[CH2:3][CH2:4][CH2:5]1, predict the reactants needed to synthesize it. The reactants are: [NH:1]1[C@H:6]([C:7]([O-])=O)[CH2:5][CH2:4][CH2:3][C@@H:2]1[C:10]([O-])=O.[C:13]1([NH2:20])[CH:18]=[CH:17][CH:16]=[CH:15][C:14]=1[NH2:19]. (4) Given the product [ClH:1].[F:33][C:31]1[CH:32]=[C:27]([C:15]2[C:14]3[C:18](=[CH:19][C:11]([O:10][CH2:9][CH2:8][N:5]4[CH2:6][CH2:7][N:57]([S:54]([CH3:53])(=[O:56])=[O:55])[CH2:3][CH2:4]4)=[CH:12][CH:13]=3)[C:17](=[O:20])[C:16]=2[C:21]2[CH:22]=[N:23][C:24]3[C:25]([CH:26]=2)=[CH:38][CH:37]=[CH:36][CH:44]=3)[CH:28]=[C:29]([F:34])[CH:30]=1, predict the reactants needed to synthesize it. The reactants are: [ClH:1].O1[CH2:7][CH2:6][N:5]([CH2:8][CH2:9][O:10][C:11]2[CH:19]=[C:18]3[C:14]([C:15]([C:27]4[CH:32]=[C:31]([F:33])[CH:30]=[C:29]([F:34])[CH:28]=4)=[C:16]([C:21]4[CH:22]=[N:23][CH:24]=[CH:25][CH:26]=4)[C:17]3=[O:20])=[CH:13][CH:12]=2)[CH2:4][CH2:3]1.Br[C:36]1[C:37](=O)[C:38]2C([C:44]=1C1C=CC=CC=1)=CC=C(O)C=2.[CH3:53][S:54]([N:57]1CCN(CCO)CC1)(=[O:56])=[O:55]. (5) Given the product [CH2:1]([O:3][C:4]([C:6]1[CH:7]=[N:8][N:9]2[C:15]([OH:14])=[CH:16][CH:17]=[N:11][C:10]=12)=[O:5])[CH3:2], predict the reactants needed to synthesize it. The reactants are: [CH2:1]([O:3][C:4]([C:6]1[CH:7]=[N:8][NH:9][C:10]=1[NH2:11])=[O:5])[CH3:2].C([O:14][C:15](=O)[CH2:16][CH:17](OCC)OCC)C.C(OC(=O)CC=O)C. (6) Given the product [NH2:35][C:34]1[C:25]([C:23]([NH:22][C:17]2[CH:18]=[N:19][CH:20]=[CH:21][C:16]=2[N:11]2[CH2:12][C@H:13]([CH3:15])[CH2:14][C@H:9]([NH2:8])[CH2:10]2)=[O:24])=[N:26][C:27]2[C:32]([CH:33]=1)=[CH:31][CH:30]=[C:29]([N:46]1[CH2:51][CH2:50][N:49]([CH3:52])[C:48](=[O:53])[CH2:47]1)[CH:28]=2, predict the reactants needed to synthesize it. The reactants are: C(OC([NH:8][C@H:9]1[CH2:14][C@@H:13]([CH3:15])[CH2:12][N:11]([C:16]2[CH:21]=[CH:20][N:19]=[CH:18][C:17]=2[NH:22][C:23]([C:25]2[C:34]([NH:35]C(=O)OCC3C=CC=CC=3)=[CH:33][C:32]3[C:27](=[CH:28][C:29]([N:46]4[CH2:51][CH2:50][N:49]([CH3:52])[C:48](=[O:53])[CH2:47]4)=[CH:30][CH:31]=3)[N:26]=2)=[O:24])[CH2:10]1)=O)(C)(C)C.